This data is from Full USPTO retrosynthesis dataset with 1.9M reactions from patents (1976-2016). The task is: Predict the reactants needed to synthesize the given product. (1) Given the product [Cl:11][CH2:12][C:13]([NH:2][C:3]1[CH:9]=[CH:8][C:6]([OH:7])=[CH:5][C:4]=1[OH:10])=[O:14], predict the reactants needed to synthesize it. The reactants are: Cl.[NH2:2][C:3]1[CH:9]=[CH:8][C:6]([OH:7])=[CH:5][C:4]=1[OH:10].[Cl:11][CH2:12][C:13](Cl)=[O:14]. (2) Given the product [CH2:1]([O:3][C:4]([N:6]1[CH2:7][CH2:8][N:9]([C:12]([C:14]2[N:15]([C:39]3[CH:38]=[CH:37][N:36]=[C:35]([Cl:34])[CH:40]=3)[C:16]3[C:21]([CH:22]=2)=[CH:20][C:19]([C:23]([N:25]2[CH2:30][CH2:29][N:28]([CH:31]([CH3:32])[CH3:33])[CH2:27][CH2:26]2)=[O:24])=[CH:18][CH:17]=3)=[O:13])[CH2:10][CH2:11]1)=[O:5])[CH3:2], predict the reactants needed to synthesize it. The reactants are: [CH2:1]([O:3][C:4]([N:6]1[CH2:11][CH2:10][N:9]([C:12]([C:14]2[NH:15][C:16]3[C:21]([CH:22]=2)=[CH:20][C:19]([C:23]([N:25]2[CH2:30][CH2:29][N:28]([CH:31]([CH3:33])[CH3:32])[CH2:27][CH2:26]2)=[O:24])=[CH:18][CH:17]=3)=[O:13])[CH2:8][CH2:7]1)=[O:5])[CH3:2].[Cl:34][C:35]1[CH:40]=[C:39](B(O)O)[CH:38]=[CH:37][N:36]=1. (3) Given the product [N:1]1[CH:6]=[CH:5][CH:4]=[C:3]([C:7]2([C:11]([NH2:12])=[O:13])[CH2:10][CH2:9][CH2:8]2)[CH:2]=1, predict the reactants needed to synthesize it. The reactants are: [N:1]1[CH:6]=[CH:5][CH:4]=[C:3]([C:7]2([C:11]#[N:12])[CH2:10][CH2:9][CH2:8]2)[CH:2]=1.[OH:13]S(O)(=O)=O.C([O-])(O)=O.[Na+]. (4) Given the product [F:1][CH:2]([F:26])[O:3][C:4]1[CH:9]=[CH:8][C:7]([C:10](=[O:11])[C:12]([C:18]2[CH:19]=[C:20]([CH3:24])[CH:21]=[CH:22][CH:23]=2)=[O:31])=[CH:6][C:5]=1[CH3:25], predict the reactants needed to synthesize it. The reactants are: [F:1][CH:2]([F:26])[O:3][C:4]1[CH:9]=[CH:8][C:7]([CH:10]([C:12]2([C:18]3[CH:19]=[C:20]([CH3:24])[CH:21]=[CH:22][CH:23]=3)SCCCS2)[OH:11])=[CH:6][C:5]=1[CH3:25].C([OH:31])(C)(C)C.CC(OI1(OC(C)=O)(OC(C)=O)OC(=O)C2C=CC=CC1=2)=O.S([O-])([O-])(=O)=S.[Na+].[Na+]. (5) Given the product [C:1]([O:6][CH:7]([CH2:21][CH3:22])[C:8]([F:20])([F:19])[C:9]([CH2:11][C:12]([F:17])([F:18])[S:13]([O-:16])(=[O:14])=[O:15])=[O:10])(=[O:5])[C:2]([CH3:4])=[CH2:3].[C:39]1([S+:32]([C:26]2[CH:27]=[CH:28][CH:29]=[CH:30][CH:31]=2)[C:33]2[CH:38]=[CH:37][CH:36]=[CH:35][CH:34]=2)[CH:40]=[CH:41][CH:42]=[CH:43][CH:44]=1, predict the reactants needed to synthesize it. The reactants are: [C:1]([O:6][CH:7]([CH2:21][CH3:22])[C:8]([F:20])([F:19])[C:9]([CH2:11][C:12]([F:18])([F:17])[S:13]([O-:16])(=[O:15])=[O:14])=[O:10])(=[O:5])[C:2]([CH3:4])=[CH2:3].[Na+].O.[Cl-].[C:26]1([S+:32]([C:39]2[CH:44]=[CH:43][CH:42]=[CH:41][CH:40]=2)[C:33]2[CH:38]=[CH:37][CH:36]=[CH:35][CH:34]=2)[CH:31]=[CH:30][CH:29]=[CH:28][CH:27]=1. (6) Given the product [OH:8][CH2:9][C@H:10]1[CH2:21][CH2:20][C:19]2[S:18][C:17]3[N:16]=[CH:15][N:14]=[C:13]([O:22][CH:23]4[CH2:24][CH2:25][CH:26]([N:29]([CH3:37])[C:30](=[O:36])[O:31][C:32]([CH3:33])([CH3:34])[CH3:35])[CH2:27][CH2:28]4)[C:12]=3[C:11]1=2, predict the reactants needed to synthesize it. The reactants are: [Si]([O:8][CH2:9][C@H:10]1[CH2:21][CH2:20][C:19]2[S:18][C:17]3[N:16]=[CH:15][N:14]=[C:13]([O:22][CH:23]4[CH2:28][CH2:27][CH:26]([N:29]([CH3:37])[C:30](=[O:36])[O:31][C:32]([CH3:35])([CH3:34])[CH3:33])[CH2:25][CH2:24]4)[C:12]=3[C:11]1=2)(C(C)(C)C)(C)C.CCCC[N+](CCCC)(CCCC)CCCC.[F-]. (7) Given the product [CH3:21][O:20][C:18]1[CH:19]=[C:14]([CH:11]2[CH2:12][CH2:13][NH:8][CH2:9][CH2:10]2)[N:15]=[CH:16][N:17]=1, predict the reactants needed to synthesize it. The reactants are: C(OC([N:8]1[CH2:13][CH2:12][CH:11]([C:14]2[CH:19]=[C:18]([O:20][CH3:21])[N:17]=[CH:16][N:15]=2)[CH2:10][CH2:9]1)=O)(C)(C)C.